From a dataset of Forward reaction prediction with 1.9M reactions from USPTO patents (1976-2016). Predict the product of the given reaction. (1) Given the reactants [C:1]([OH:4])(=[O:3])[CH3:2].Br[C:6]1[CH:7]=[C:8]([C:12]2([C:22]3[CH:27]=[CH:26][C:25]([O:28][CH3:29])=[CH:24][CH:23]=3)[C:20]3[C:15](=[CH:16][CH:17]=[CH:18][CH:19]=3)[C:14]([NH2:21])=[N:13]2)[CH:9]=[CH:10][CH:11]=1.[Cl:30][C:31]1[CH:32]=[C:33](B(O)O)[CH:34]=[C:35]([Cl:37])[CH:36]=1, predict the reaction product. The product is: [C:1]([OH:4])(=[O:3])[CH3:2].[Cl:30][C:31]1[CH:32]=[C:33]([C:6]2[CH:11]=[CH:10][CH:9]=[C:8]([C:12]3([C:22]4[CH:23]=[CH:24][C:25]([O:28][CH3:29])=[CH:26][CH:27]=4)[C:20]4[C:15](=[CH:16][CH:17]=[CH:18][CH:19]=4)[C:14]([NH2:21])=[N:13]3)[CH:7]=2)[CH:34]=[C:35]([Cl:37])[CH:36]=1. (2) Given the reactants C(OC([N:8]1[CH2:12][CH2:11][C:10]([C:15]2[CH:20]=[CH:19][C:18]([F:21])=[C:17]([F:22])[CH:16]=2)([O:13][CH3:14])[CH2:9]1)=O)(C)(C)C.FC(F)(F)C(O)=O, predict the reaction product. The product is: [F:22][C:17]1[CH:16]=[C:15]([C:10]2([O:13][CH3:14])[CH2:11][CH2:12][NH:8][CH2:9]2)[CH:20]=[CH:19][C:18]=1[F:21]. (3) Given the reactants [C:1]([O:5][C:6]([N:8]([C:28]1[N:33]=[C:32]([C:34]([F:37])([F:36])[F:35])[CH:31]=[CH:30][N:29]=1)[C:9]1[CH:10]=[C:11]([C:16]2[S:20][C:19]([CH2:21][C@@H:22]([CH3:27])[C:23]([O:25][CH3:26])=[O:24])=[N:18][CH:17]=2)[CH:12]=[C:13]([CH3:15])[CH:14]=1)=[O:7])([CH3:4])([CH3:3])[CH3:2].CI.[Li+].[CH3:41][Si]([N-][Si](C)(C)C)(C)C, predict the reaction product. The product is: [C:1]([O:5][C:6]([N:8]([C:28]1[N:33]=[C:32]([C:34]([F:35])([F:36])[F:37])[CH:31]=[CH:30][N:29]=1)[C:9]1[CH:10]=[C:11]([C:16]2[S:20][C:19]([CH2:21][C:22]([CH3:41])([CH3:27])[C:23]([O:25][CH3:26])=[O:24])=[N:18][CH:17]=2)[CH:12]=[C:13]([CH3:15])[CH:14]=1)=[O:7])([CH3:2])([CH3:3])[CH3:4]. (4) Given the reactants [NH2:1][CH2:2][C:3]1[CH:4]=[C:5]([C:9]2[CH:14]=[CH:13][CH:12]=[C:11]([NH:15][CH2:16][C:17]3[CH:22]=[CH:21][CH:20]=[CH:19][C:18]=3[CH2:23][C:24]([O:26]C)=[O:25])[CH:10]=2)[CH:6]=[CH:7][CH:8]=1.[Li+].[OH-], predict the reaction product. The product is: [NH2:1][CH2:2][C:3]1[CH:4]=[C:5]([C:9]2[CH:14]=[CH:13][CH:12]=[C:11]([NH:15][CH2:16][C:17]3[CH:22]=[CH:21][CH:20]=[CH:19][C:18]=3[CH2:23][C:24]([OH:26])=[O:25])[CH:10]=2)[CH:6]=[CH:7][CH:8]=1.